This data is from Catalyst prediction with 721,799 reactions and 888 catalyst types from USPTO. The task is: Predict which catalyst facilitates the given reaction. (1) Product: [Cl:17][CH2:18][C:19]([NH:16][CH:6]1[C:7]2[CH:15]=[CH:14][CH:13]=[CH:12][C:8]=2[CH2:9][CH2:10][C:11]2[CH:1]=[CH:2][CH:3]=[CH:4][C:5]1=2)=[O:20]. The catalyst class is: 11. Reactant: [CH:1]1[C:11]2[CH2:10][CH2:9][C:8]3[CH:12]=[CH:13][CH:14]=[CH:15][C:7]=3[CH:6]([NH2:16])[C:5]=2[CH:4]=[CH:3][CH:2]=1.[Cl:17][CH2:18][C:19](Cl)=[O:20]. (2) Reactant: [Br:1][C:2]1[CH:3]=[C:4]2[C:8](=[CH:9][CH:10]=1)[N:7]([S:11]([C:14]1[C:23]3[C:18](=[CH:19][CH:20]=[CH:21][CH:22]=3)[C:17]([O:24][CH3:25])=[C:16]([N:26]3[CH2:31][CH2:30][NH:29][CH2:28][CH2:27]3)[CH:15]=1)(=[O:13])=[O:12])[CH:6]=[C:5]2[CH:32]([F:34])[F:33].[C:35]([BH3-])#N.[Na+].C=O. Product: [Br:1][C:2]1[CH:3]=[C:4]2[C:8](=[CH:9][CH:10]=1)[N:7]([S:11]([C:14]1[C:23]3[C:18](=[CH:19][CH:20]=[CH:21][CH:22]=3)[C:17]([O:24][CH3:25])=[C:16]([N:26]3[CH2:31][CH2:30][N:29]([CH3:35])[CH2:28][CH2:27]3)[CH:15]=1)(=[O:13])=[O:12])[CH:6]=[C:5]2[CH:32]([F:33])[F:34]. The catalyst class is: 5. (3) Reactant: C([O:3][C:4](=[O:25])[CH2:5][CH:6]1[O:10][B:9]([OH:11])[C:8]2[CH:12]=[C:13]([O:17][C:18]3[S:19][C:20]([CH2:23][NH2:24])=[N:21][N:22]=3)[CH:14]=[C:15]([CH3:16])[C:7]1=2)C.[OH-].[Li+].Cl. Product: [NH2:24][CH2:23][C:20]1[S:19][C:18]([O:17][C:13]2[CH:14]=[C:15]([CH3:16])[C:7]3[CH:6]([CH2:5][C:4]([OH:25])=[O:3])[O:10][B:9]([OH:11])[C:8]=3[CH:12]=2)=[N:22][N:21]=1. The catalyst class is: 30.